From a dataset of Reaction yield outcomes from USPTO patents with 853,638 reactions. Predict the reaction yield, written as a fraction of the theoretical maximum amount of product (1.0 means a 100% yield; for example, 0.34 means a 34% yield). The reactants are [Br:1][C:2]1[CH:3]=[C:4]2[C:8](=[CH:9][CH:10]=1)[NH:7][C:6](=[O:11])[CH2:5]2.[N:12]1([CH2:17][CH2:18][CH2:19][NH:20][C:21]([C:23]2[C:27]([CH3:28])=[C:26]([CH:29]=O)[NH:25][C:24]=2[CH3:31])=[O:22])[CH:16]=[CH:15][N:14]=[CH:13]1. No catalyst specified. The product is [N:12]1([CH2:17][CH2:18][CH2:19][NH:20][C:21]([C:23]2[C:27]([CH3:28])=[C:26]([CH:29]=[C:5]3[C:4]4[C:8](=[CH:9][CH:10]=[C:2]([Br:1])[CH:3]=4)[NH:7][C:6]3=[O:11])[NH:25][C:24]=2[CH3:31])=[O:22])[CH:16]=[CH:15][N:14]=[CH:13]1. The yield is 0.590.